From a dataset of Forward reaction prediction with 1.9M reactions from USPTO patents (1976-2016). Predict the product of the given reaction. (1) The product is: [C:16]([NH:19][C:10]1[CH:2]=[CH:1][C:4]([N:11]2[N:15]=[CH:14][CH:13]=[N:12]2)=[C:5]([CH:9]=1)[C:6]([OH:8])=[O:7])(=[O:18])[CH3:17]. Given the reactants [CH3:1][C:2]1[CH:10]=[CH:9][C:5]([C:6]([OH:8])=[O:7])=[C:4]([N:11]2[N:15]=[CH:14][CH:13]=[N:12]2)N=1.[C:16]([NH:19]C1C=CC(Br)=C(C=1)C(O)=O)(=[O:18])[CH3:17].BrC1C=C(OC)C(OC)=CC=1C(O)=O, predict the reaction product. (2) Given the reactants [CH3:1][C:2]1(/[CH:10]=[CH:11]/[CH:12]=[O:13])[C:7](=[CH2:8])[CH:6]2[CH2:9][CH:3]1[CH:4]=[CH:5]2, predict the reaction product. The product is: [CH3:1][C:2]1([CH2:10][CH2:11][CH:12]=[O:13])[C:7](=[CH2:8])[CH:6]2[CH2:9][CH:3]1[CH2:4][CH2:5]2.